Dataset: Full USPTO retrosynthesis dataset with 1.9M reactions from patents (1976-2016). Task: Predict the reactants needed to synthesize the given product. (1) Given the product [N+:3]([C:6]1[C:15]([O:16][CH3:17])=[C:14]([CH3:18])[C:13]([O:19][CH3:20])=[CH:12][C:7]=1[C:8]([OH:10])=[O:9])([O-:5])=[O:4], predict the reactants needed to synthesize it. The reactants are: [OH-].[K+].[N+:3]([C:6]1[C:15]([O:16][CH3:17])=[C:14]([CH3:18])[C:13]([O:19][CH3:20])=[CH:12][C:7]=1[C:8]([O:10]C)=[O:9])([O-:5])=[O:4].Cl. (2) Given the product [CH3:26][N:16]([C@@H:11]1[C@H:12]([CH3:15])[CH2:13][CH2:14][NH:9][CH2:10]1)[C:17]1[C:18]2[O:25][CH2:24][CH2:23][C:19]=2[N:20]=[CH:21][N:22]=1, predict the reactants needed to synthesize it. The reactants are: O.C([N:9]1[CH2:14][CH2:13][C@@H:12]([CH3:15])[C@@H:11]([N:16]([CH3:26])[C:17]2[C:18]3[O:25][CH:24]=[CH:23][C:19]=3[N:20]=[CH:21][N:22]=2)[CH2:10]1)C1C=CC=CC=1.Cl.